Dataset: Forward reaction prediction with 1.9M reactions from USPTO patents (1976-2016). Task: Predict the product of the given reaction. (1) Given the reactants Cl[C:2]1[C:3]2[CH2:17][CH2:16][CH2:15][C:4]=2[N:5]=[C:6]([C:8]2[CH:13]=[CH:12][CH:11]=[C:10]([Cl:14])[CH:9]=2)[N:7]=1.[NH2:18][C:19]1[CH:24]=[CH:23][C:22]([CH2:25][C@H:26]([OH:28])[CH3:27])=[CH:21][CH:20]=1, predict the reaction product. The product is: [Cl:14][C:10]1[CH:9]=[C:8]([C:6]2[N:7]=[C:2]([NH:18][C:19]3[CH:20]=[CH:21][C:22]([CH2:25][C@H:26]([OH:28])[CH3:27])=[CH:23][CH:24]=3)[C:3]3[CH2:17][CH2:16][CH2:15][C:4]=3[N:5]=2)[CH:13]=[CH:12][CH:11]=1. (2) Given the reactants C([O:3][C:4](=O)[CH2:5][O:6][C:7]1[C:12]([N+:13]([O-])=O)=[CH:11][C:10]([Br:16])=[CH:9][N:8]=1)C.Cl.[Sn](Cl)(Cl)(Cl)Cl.CO.C(Cl)(Cl)Cl, predict the reaction product. The product is: [Br:16][C:10]1[CH:9]=[N:8][C:7]2[O:6][CH2:5][C:4](=[O:3])[NH:13][C:12]=2[CH:11]=1.